This data is from Reaction yield outcomes from USPTO patents with 853,638 reactions. The task is: Predict the reaction yield, written as a fraction of the theoretical maximum amount of product (1.0 means a 100% yield; for example, 0.34 means a 34% yield). (1) The yield is 0.880. The catalyst is C(O)C.[Pd]. The reactants are [F:1][C:2]1[CH:9]=[CH:8][C:5]([C:6]#[N:7])=[C:4]([O:10][CH3:11])[CH:3]=1.[ClH:12].[H][H]. The product is [ClH:12].[F:1][C:2]1[CH:9]=[CH:8][C:5]([CH2:6][NH2:7])=[C:4]([O:10][CH3:11])[CH:3]=1. (2) The reactants are Br[C:2]1[CH:7]=[CH:6][CH:5]=[CH:4][C:3]=1[CH:8]1[C:17]([CH3:19])([CH3:18])[CH2:16][C:15]2[C:10](=[CH:11][CH:12]=[C:13]([C:20]([OH:22])=[O:21])[CH:14]=2)[NH:9]1.[CH3:23][C:24]([C:27]([OH:29])=[O:28])([CH3:26])[NH2:25].C(=O)([O-])[O-].[K+].[K+]. The catalyst is CS(C)=O.[Cu]I. The product is [C:27]([C:24]([NH:25][C:2]1[CH:7]=[CH:6][CH:5]=[CH:4][C:3]=1[CH:8]1[C:17]([CH3:19])([CH3:18])[CH2:16][C:15]2[C:10](=[CH:11][CH:12]=[C:13]([C:20]([OH:22])=[O:21])[CH:14]=2)[NH:9]1)([CH3:26])[CH3:23])([OH:29])=[O:28]. The yield is 0.800. (3) The reactants are Br[C:2]1[CH:3]=[C:4]2[C:9](=[CH:10][CH:11]=1)[N:8]=[CH:7][CH:6]=[N:5]2.[Cl:12][C:13]1[C:18]([CH3:19])=[C:17](Cl)[N:16]=[CH:15][N:14]=1. No catalyst specified. The product is [Cl:12][C:13]1[N:14]=[CH:15][N:16]=[C:17]([C:2]2[CH:3]=[C:4]3[C:9](=[CH:10][CH:11]=2)[N:8]=[CH:7][CH:6]=[N:5]3)[C:18]=1[CH3:19]. The yield is 0.920. (4) The reactants are ClC(Cl)(O[C:5](=[O:11])OC(Cl)(Cl)Cl)Cl.[CH3:13][O:14][C:15]1[CH:20]=[CH:19][C:18]([C:21]2[O:25][C:24]([CH:26]3[CH2:31][CH2:30][NH:29][CH2:28][CH2:27]3)=[N:23][C:22]=2[C:32]2[CH:37]=[CH:36][C:35]([CH3:38])=[CH:34][CH:33]=2)=[CH:17][CH:16]=1.C(N(CC)CC)C.Cl.[CH3:47][NH:48][OH:49]. The catalyst is O1CCCC1. The product is [CH3:13][O:14][C:15]1[CH:16]=[CH:17][C:18]([C:21]2[O:25][C:24]([CH:26]3[CH2:31][CH2:30][N:29]([C:5](=[O:11])[N:48]([OH:49])[CH3:47])[CH2:28][CH2:27]3)=[N:23][C:22]=2[C:32]2[CH:33]=[CH:34][C:35]([CH3:38])=[CH:36][CH:37]=2)=[CH:19][CH:20]=1. The yield is 0.660. (5) The reactants are C(OC([N:8]1[CH2:12][CH2:11][CH:10]([CH2:13][C:14]2[N:22]3[C:17]([C:18]([NH2:23])=[N:19][CH:20]=[N:21]3)=[C:16]([C:24]3[CH:25]=[CH:26][C:27]4[C:31]([CH:32]=3)=[N:30][N:29]([CH2:33][C:34]3[CH:39]=[CH:38][CH:37]=[CH:36][CH:35]=3)[CH:28]=4)[CH:15]=2)[CH2:9]1)=O)(C)(C)C.C(O)(C(F)(F)F)=O. The catalyst is ClCCl. The product is [CH2:33]([N:29]1[CH:28]=[C:27]2[C:31]([CH:32]=[C:24]([C:16]3[CH:15]=[C:14]([CH2:13][CH:10]4[CH2:11][CH2:12][NH:8][CH2:9]4)[N:22]4[C:17]=3[C:18]([NH2:23])=[N:19][CH:20]=[N:21]4)[CH:25]=[CH:26]2)=[N:30]1)[C:34]1[CH:35]=[CH:36][CH:37]=[CH:38][CH:39]=1. The yield is 0.310. (6) The reactants are [Br:1][C:2]1[CH:7]=[CH:6][C:5]([CH2:8][C:9]([OH:11])=O)=[CH:4][CH:3]=1.C(Cl)CCl.[C:16]1([NH2:22])[CH:21]=[CH:20][CH:19]=[CH:18][CH:17]=1. The yield is 0.690. The catalyst is CN(C1C=CN=CC=1)C.CN(C=O)C. The product is [Br:1][C:2]1[CH:3]=[CH:4][C:5]([CH2:8][C:9]([NH:22][C:16]2[CH:21]=[CH:20][CH:19]=[CH:18][CH:17]=2)=[O:11])=[CH:6][CH:7]=1. (7) The reactants are [Br:1][C:2]1[C:3](Cl)=[N:4][CH:5]=[C:6]([CH:10]=1)[C:7]([OH:9])=[O:8].[F:12][C:13]1[CH:18]=[C:17]([F:19])[CH:16]=[CH:15][C:14]=1[OH:20].C(=O)([O-])[O-].[Cs+].[Cs+].Cl. The catalyst is CS(C)=O.O. The product is [Br:1][C:2]1[C:3]([O:20][C:14]2[CH:15]=[CH:16][C:17]([F:19])=[CH:18][C:13]=2[F:12])=[N:4][CH:5]=[C:6]([CH:10]=1)[C:7]([OH:9])=[O:8]. The yield is 0.640.